Dataset: Full USPTO retrosynthesis dataset with 1.9M reactions from patents (1976-2016). Task: Predict the reactants needed to synthesize the given product. Given the product [CH2:49]([N:53]1[N:57]=[C:56]([CH3:58])[S:55]/[C:54]/1=[CH:59]\[C:4]([C:3]1[CH:7]=[C:8]([C:11]([F:14])([F:13])[F:12])[CH:9]=[CH:10][C:2]=1[Cl:1])=[O:6])[CH2:50][CH2:51][CH3:52], predict the reactants needed to synthesize it. The reactants are: [Cl:1][C:2]1[CH:10]=[CH:9][C:8]([C:11]([F:14])([F:13])[F:12])=[CH:7][C:3]=1[C:4]([OH:6])=O.CN(C(ON1N=NC2C=CC=NC1=2)=[N+](C)C)C.F[P-](F)(F)(F)(F)F.CCN(C(C)C)C(C)C.[I-].[CH2:49]([N+:53]1[N:57]=[C:56]([CH3:58])[S:55][C:54]=1[CH3:59])[CH2:50][CH2:51][CH3:52].